From a dataset of Full USPTO retrosynthesis dataset with 1.9M reactions from patents (1976-2016). Predict the reactants needed to synthesize the given product. (1) Given the product [Cl:1][C:2]1[CH:7]=[CH:6][C:5]([NH:8][S:22]([C:21]([F:34])([F:33])[F:20])(=[O:24])=[O:23])=[C:4]([C:9]2[CH2:13][CH2:12][N:11]([C:14]3[CH:15]=[CH:16][CH:17]=[CH:18][CH:19]=3)[N:10]=2)[CH:3]=1, predict the reactants needed to synthesize it. The reactants are: [Cl:1][C:2]1[CH:7]=[CH:6][C:5]([NH2:8])=[C:4]([C:9]2[CH2:13][CH2:12][N:11]([C:14]3[CH:19]=[CH:18][CH:17]=[CH:16][CH:15]=3)[N:10]=2)[CH:3]=1.[F:20][C:21]([F:34])([F:33])[S:22](O[S:22]([C:21]([F:34])([F:33])[F:20])(=[O:24])=[O:23])(=[O:24])=[O:23]. (2) Given the product [CH3:1][O:2][C:3](=[O:35])[NH:4][CH:5]([C:9]([N:11]1[CH2:15][CH2:14][CH2:13][CH:12]1[C:18]1[NH:19][C:20]([C:23]2[CH:28]=[CH:27][C:26]([C:29]#[CH:30])=[CH:25][CH:24]=2)=[CH:21][N:22]=1)=[O:10])[CH:6]([CH3:8])[CH3:7], predict the reactants needed to synthesize it. The reactants are: [CH3:1][O:2][C:3](=[O:35])[NH:4][CH:5]([C:9]([N:11]1[CH2:15][C:14](F)(F)[CH2:13][CH:12]1[C:18]1[NH:19][C:20]([C:23]2[CH:28]=[CH:27][C:26]([C:29]#[C:30][Si](C)(C)C)=[CH:25][CH:24]=2)=[CH:21][N:22]=1)=[O:10])[CH:6]([CH3:8])[CH3:7].C([O-])([O-])=O.[K+].[K+].